Dataset: Full USPTO retrosynthesis dataset with 1.9M reactions from patents (1976-2016). Task: Predict the reactants needed to synthesize the given product. (1) Given the product [CH3:15][O:14][N:16]=[C:5]1[C:4]2[C:9](=[CH:10][CH:11]=[C:2]([CH3:1])[CH:3]=2)[O:8][CH2:7][CH2:6]1, predict the reactants needed to synthesize it. The reactants are: [CH3:1][C:2]1[CH:3]=[C:4]2[C:9](=[CH:10][CH:11]=1)[O:8][CH2:7][CH2:6][C:5]2=O.Cl.[O:14]([NH2:16])[CH3:15]. (2) Given the product [N:35]1([CH2:34][CH2:33][NH:32][C:28]2[N:27]=[C:26]3[NH:25][N:24]=[C:23]([C:21]4[CH:20]=[CH:19][N:18]=[C:17]([NH:16][CH:9]([C:10]5[CH:15]=[CH:14][CH:13]=[CH:12][CH:11]=5)[CH2:8][NH2:7])[N:22]=4)[C:31]3=[CH:30][N:29]=2)[CH2:40][CH2:39][O:38][CH2:37][CH2:36]1, predict the reactants needed to synthesize it. The reactants are: C(OC(=O)[NH:7][CH2:8][CH:9]([NH:16][C:17]1[N:22]=[C:21]([C:23]2[C:31]3[C:26](=[N:27][C:28]([NH:32][CH2:33][CH2:34][N:35]4[CH2:40][CH2:39][O:38][CH2:37][CH2:36]4)=[N:29][CH:30]=3)[NH:25][N:24]=2)[CH:20]=[CH:19][N:18]=1)[C:10]1[CH:15]=[CH:14][CH:13]=[CH:12][CH:11]=1)(C)(C)C.Cl.